Task: Predict the reactants needed to synthesize the given product.. Dataset: Full USPTO retrosynthesis dataset with 1.9M reactions from patents (1976-2016) (1) The reactants are: [NH:1]1[CH:5]=[CH:4][C:3]([C:6]2[CH:11]=[CH:10][CH:9]=[CH:8][N:7]=2)=[CH:2]1.F[C:13]1[CH:14]=[C:15]([CH:18]=[CH:19][CH:20]=1)[C:16]#[N:17].C(=O)([O-])[O-].[K+].[K+]. Given the product [N:7]1[CH:8]=[CH:9][CH:10]=[CH:11][C:6]=1[C:3]1[CH:4]=[CH:5][N:1]([C:13]2[CH:14]=[C:15]([CH:18]=[CH:19][CH:20]=2)[C:16]#[N:17])[CH:2]=1, predict the reactants needed to synthesize it. (2) Given the product [CH2:2]([O:9][C:10]1[CH:11]=[CH:12][C:13]([C:16]2[N:17]=[CH:18][N:19]([C:21]([N:23]([CH:24]3[CH2:29][CH2:28][N:27]([CH2:45][C:44]4[CH:47]=[CH:48][CH:49]=[C:42]([O:41][CH3:40])[CH:43]=4)[CH2:26][CH2:25]3)[CH3:30])=[O:22])[CH:20]=2)=[CH:14][CH:15]=1)[C:3]1[CH:4]=[CH:5][CH:6]=[CH:7][CH:8]=1, predict the reactants needed to synthesize it. The reactants are: Cl.[CH2:2]([O:9][C:10]1[CH:15]=[CH:14][C:13]([C:16]2[N:17]=[CH:18][N:19]([C:21]([N:23]([CH3:30])[CH:24]3[CH2:29][CH2:28][NH:27][CH2:26][CH2:25]3)=[O:22])[CH:20]=2)=[CH:12][CH:11]=1)[C:3]1[CH:8]=[CH:7][CH:6]=[CH:5][CH:4]=1.C(N(CC)C(C)C)(C)C.[CH3:40][O:41][C:42]1[CH:43]=[C:44]([CH:47]=[CH:48][CH:49]=1)[CH:45]=O.[Na].C(O)(=O)C. (3) Given the product [Cl:24][C:21]1[CH:20]=[CH:19][C:18]([C:15]2[N:14]=[N:13][C:12]([N:8]3[CH2:9][CH2:10][N:5]([CH2:4][CH:1]4[CH2:3][CH2:2]4)[CH2:6][CH2:7]3)=[CH:17][CH:16]=2)=[CH:23][CH:22]=1, predict the reactants needed to synthesize it. The reactants are: [CH:1]1([CH2:4][N:5]2[CH2:10][CH2:9][NH:8][CH2:7][CH2:6]2)[CH2:3][CH2:2]1.Cl[C:12]1[N:13]=[N:14][C:15]([C:18]2[CH:23]=[CH:22][C:21]([Cl:24])=[CH:20][CH:19]=2)=[CH:16][CH:17]=1. (4) Given the product [CH2:33]([N:40]1[CH2:45][CH2:44][N:43]([C:29](=[O:31])[CH2:28][O:27][C:23]2[CH:22]=[C:21]([CH:26]=[CH:25][CH:24]=2)[C:20]([C:9]2[C:10]3[C:15](=[CH:14][C:13]([O:16][CH3:17])=[C:12]([O:18][CH3:19])[CH:11]=3)[C:6]([C:4]([OH:3])=[O:5])=[CH:7][N:8]=2)=[O:32])[CH2:42][CH2:41]1)[C:34]1[CH:35]=[CH:36][CH:37]=[CH:38][CH:39]=1, predict the reactants needed to synthesize it. The reactants are: C([O:3][C:4]([C:6]1[C:15]2[C:10](=[CH:11][C:12]([O:18][CH3:19])=[C:13]([O:16][CH3:17])[CH:14]=2)[C:9]([C:20](=[O:32])[C:21]2[CH:26]=[CH:25][CH:24]=[C:23]([O:27][CH2:28][C:29]([OH:31])=O)[CH:22]=2)=[N:8][CH:7]=1)=[O:5])C.[CH2:33]([N:40]1[CH2:45][CH2:44][NH:43][CH2:42][CH2:41]1)[C:34]1[CH:39]=[CH:38][CH:37]=[CH:36][CH:35]=1.CN(C(ON1N=NC2C=CC=CC1=2)=[N+](C)C)C.F[P-](F)(F)(F)(F)F.C(N(CC)CC)C. (5) Given the product [C:1]([N:8]1[CH2:15][C@H:14]([O:16][CH2:20][C:21]2[C:30]3[C:25](=[CH:26][CH:27]=[CH:28][CH:29]=3)[CH:24]=[CH:23][CH:22]=2)[CH2:13][C@H:9]1[C:10]([OH:12])=[O:11])([O:3][C:4]([CH3:7])([CH3:6])[CH3:5])=[O:2], predict the reactants needed to synthesize it. The reactants are: [C:1]([N:8]1[CH2:15][C@H:14]([OH:16])[CH2:13][C@H:9]1[C:10]([OH:12])=[O:11])([O:3][C:4]([CH3:7])([CH3:6])[CH3:5])=[O:2].[H-].[Na+].Br[CH2:20][C:21]1[C:30]2[C:25](=[CH:26][CH:27]=[CH:28][CH:29]=2)[CH:24]=[CH:23][CH:22]=1.O.